This data is from Reaction yield outcomes from USPTO patents with 853,638 reactions. The task is: Predict the reaction yield, written as a fraction of the theoretical maximum amount of product (1.0 means a 100% yield; for example, 0.34 means a 34% yield). (1) The catalyst is C1COCC1.C(O)C. The yield is 0.400. The reactants are C([O:3][C:4](=[O:37])[C:5]([CH3:36])([O:7][C:8]1[CH:13]=[CH:12][C:11]([O:14][CH:15]([C:19]2[S:23][C:22]([C:24]3[CH:29]=[CH:28][C:27]([C:30]([F:33])([F:32])[F:31])=[CH:26][CH:25]=3)=[N:21][C:20]=2[CH3:34])[CH2:16][CH2:17][CH3:18])=[CH:10][C:9]=1[CH3:35])[CH3:6])C.[OH-].[Na+].Cl. The product is [CH3:6][C:5]([O:7][C:8]1[CH:13]=[CH:12][C:11]([O:14][CH:15]([C:19]2[S:23][C:22]([C:24]3[CH:25]=[CH:26][C:27]([C:30]([F:33])([F:31])[F:32])=[CH:28][CH:29]=3)=[N:21][C:20]=2[CH3:34])[CH2:16][CH2:17][CH3:18])=[CH:10][C:9]=1[CH3:35])([CH3:36])[C:4]([OH:37])=[O:3]. (2) The reactants are [CH2:1]([O:3][C:4]([N:6]1[CH:11]2[CH2:12][CH2:13][CH:7]1[CH2:8][CH:9]([N:14]1[CH2:19][CH2:18][CH:17]([C:20]([OH:22])=O)[CH2:16][CH2:15]1)[CH2:10]2)=[O:5])[CH3:2].Cl.[CH3:24][C:25]1([NH2:29])[CH2:28][CH2:27][CH2:26]1.CN(C(ON1N=NC2C=CC=NC1=2)=[N+](C)C)C.F[P-](F)(F)(F)(F)F.CCN(C(C)C)C(C)C. The catalyst is CN(C=O)C. The product is [CH3:24][C:25]1([NH:29][C:20]([CH:17]2[CH2:18][CH2:19][N:14]([CH:9]3[CH2:10][CH:11]4[N:6]([C:4]([O:3][CH2:1][CH3:2])=[O:5])[CH:7]([CH2:13][CH2:12]4)[CH2:8]3)[CH2:15][CH2:16]2)=[O:22])[CH2:28][CH2:27][CH2:26]1. The yield is 0.340. (3) The product is [Br:1][C:2]1[CH:3]=[C:4]2[C:8](=[CH:9][CH:10]=1)[NH:7][C:6](=[O:11])[C:5]2([OH:12])[C:13]#[C:14][CH3:15]. The catalyst is C1COCC1. The reactants are [Br:1][C:2]1[CH:3]=[C:4]2[C:8](=[CH:9][CH:10]=1)[NH:7][C:6](=[O:11])[C:5]2=[O:12].[C:13]([Mg]Br)#[C:14][CH3:15].[Cl-].[NH4+]. The yield is 0.970. (4) The catalyst is CN(C)C=O. The product is [Cl:17][C:5]1[C:6]([N+:8]([O-:10])=[O:9])=[CH:7][C:2]([F:1])=[CH:3][C:4]=1[N+:12]([O-:14])=[O:13]. The reactants are [F:1][C:2]1[CH:7]=[C:6]([N+:8]([O-:10])=[O:9])[C:5](O)=[C:4]([N+:12]([O-:14])=[O:13])[CH:3]=1.P(Cl)(Cl)([Cl:17])=O. The yield is 0.820.